From a dataset of Catalyst prediction with 721,799 reactions and 888 catalyst types from USPTO. Predict which catalyst facilitates the given reaction. (1) Reactant: [C:1]1([C:7]2[CH:8]=[C:9]3[C:13](=[CH:14][CH:15]=2)[NH:12][C:11](=[O:16])[CH2:10]3)[CH:6]=[CH:5][CH:4]=[CH:3][CH:2]=1.[N:17]1([CH2:23][CH2:24][CH2:25][C:26]2[C:27]3[CH2:37][CH2:36][CH2:35][CH2:34][CH2:33][C:28]=3[NH:29][C:30]=2[CH:31]=O)[CH2:22][CH2:21][O:20][CH2:19][CH2:18]1.N1CCCCC1. Product: [N:17]1([CH2:23][CH2:24][CH2:25][C:26]2[C:27]3[CH2:37][CH2:36][CH2:35][CH2:34][CH2:33][C:28]=3[NH:29][C:30]=2/[CH:31]=[C:10]2\[C:11](=[O:16])[NH:12][C:13]3[C:9]\2=[CH:8][C:7]([C:1]2[CH:2]=[CH:3][CH:4]=[CH:5][CH:6]=2)=[CH:15][CH:14]=3)[CH2:22][CH2:21][O:20][CH2:19][CH2:18]1. The catalyst class is: 8. (2) Reactant: [I:1][C:2]1[CH:7]=[CH:6][N:5]=[C:4]2[NH:8][N:9]=[C:10]([C:11]([F:14])([F:13])[F:12])[C:3]=12.C(=O)([O-])[O-].[Cs+].[Cs+].Cl[C:22]1[CH:29]=[CH:28][C:25]([C:26]#[N:27])=[CH:24][C:23]=1[N+:30]([O-:32])=[O:31].[Cl-].[NH4+]. Product: [I:1][C:2]1[CH:7]=[CH:6][N:5]=[C:4]2[N:8]([C:22]3[CH:29]=[CH:28][C:25]([C:26]#[N:27])=[CH:24][C:23]=3[N+:30]([O-:32])=[O:31])[N:9]=[C:10]([C:11]([F:14])([F:12])[F:13])[C:3]=12. The catalyst class is: 10. (3) The catalyst class is: 28. Product: [C:29]1([CH:26]([CH3:28])[CH2:27][C:2]2[C:3]([OH:24])=[CH:4][C:5]([OH:22])=[C:6]([C:8]3[N:12]([C:13]4[CH:18]=[CH:17][CH:16]=[CH:15][C:14]=4[NH2:19])[N:11]=[CH:10][CH:9]=3)[CH:7]=2)[CH:34]=[CH:33][CH:32]=[CH:31][CH:30]=1. Reactant: I[C:2]1[C:3]([O:24]C)=[CH:4][C:5]([O:22]C)=[C:6]([C:8]2[N:12]([C:13]3[CH:18]=[CH:17][CH:16]=[CH:15][C:14]=3[N+:19]([O-])=O)[N:11]=[CH:10][CH:9]=2)[CH:7]=1.[C:26]([C:29]1[CH:34]=[CH:33][CH:32]=[CH:31][CH:30]=1)([CH3:28])=[CH2:27]. (4) Reactant: [C:1]([O:5][C:6]([N:8]([C@H:16]1[CH2:24][CH2:23][CH2:22][C@H:21]([O:25][CH2:26][C:27]([CH3:29])=[CH2:28])[C@@H:20]([OH:30])[C@H:19]([CH3:31])[O:18][C:17]1=[O:32])[C:9](=[O:15])[O:10][C:11]([CH3:14])([CH3:13])[CH3:12])=[O:7])([CH3:4])([CH3:3])[CH3:2].C1N2CCN(CC2)C1.[CH3:41][C:42](=[O:45])[C:43]#[CH:44]. Product: [C:11]([O:10][C:9]([N:8]([C@H:16]1[CH2:24][CH2:23][CH2:22][C@H:21]([O:25][CH2:26][C:27]([CH3:29])=[CH2:28])[C@@H:20]([O:30][CH:44]=[CH:43][C:42](=[O:45])[CH3:41])[C@H:19]([CH3:31])[O:18][C:17]1=[O:32])[C:6](=[O:7])[O:5][C:1]([CH3:2])([CH3:4])[CH3:3])=[O:15])([CH3:14])([CH3:13])[CH3:12]. The catalyst class is: 2. (5) Reactant: [N+:1]([C:4]1[CH:9]=[CH:8][C:7]([N:10]2[CH2:15][CH2:14][CH2:13][CH2:12][CH2:11]2)=[CH:6][C:5]=1[C:16]1[N:21]=[CH:20][N:19]=[C:18]([NH:22][CH2:23][C:24]2[CH:29]=[CH:28][CH:27]=[C:26]([C:30]([F:33])([F:32])[F:31])[CH:25]=2)[CH:17]=1)([O-])=O. Product: [NH2:1][C:4]1[CH:9]=[CH:8][C:7]([N:10]2[CH2:11][CH2:12][CH2:13][CH2:14][CH2:15]2)=[CH:6][C:5]=1[C:16]1[N:21]=[CH:20][N:19]=[C:18]([NH:22][CH2:23][C:24]2[CH:29]=[CH:28][CH:27]=[C:26]([C:30]([F:31])([F:33])[F:32])[CH:25]=2)[CH:17]=1. The catalyst class is: 29.